Dataset: Full USPTO retrosynthesis dataset with 1.9M reactions from patents (1976-2016). Task: Predict the reactants needed to synthesize the given product. (1) Given the product [I:24][C:6]1[CH:5]=[C:4]([O:3][CH3:2])[C:10]([O:11][CH2:12][C:13]([F:16])([F:15])[F:14])=[C:9]([O:17][CH3:18])[CH:8]=1, predict the reactants needed to synthesize it. The reactants are: Cl.[CH3:2][O:3][C:4]1[CH:5]=[C:6]([CH:8]=[C:9]([O:17][CH3:18])[C:10]=1[O:11][CH2:12][C:13]([F:16])([F:15])[F:14])N.Cl.N([O-])=O.[Na+].[I-:24].[K+]. (2) Given the product [NH2:13][C:12]1[O:28][C:27]2[N:23]([CH3:22])[N:24]=[C:25]([C:29]3[CH:34]=[CH:33][CH:32]=[CH:31][CH:30]=3)[C:26]=2[CH:6]([C:5]2[CH:8]=[CH:9][C:2]([F:1])=[CH:3][CH:4]=2)[C:11]=1[C:10]#[N:14], predict the reactants needed to synthesize it. The reactants are: [F:1][C:2]1[CH:9]=[CH:8][C:5]([CH:6]=O)=[CH:4][CH:3]=1.[C:10](#[N:14])[CH2:11][C:12]#[N:13].C(N(CC)CC)C.[CH3:22][N:23]1[C:27](=[O:28])[CH2:26][C:25]([C:29]2[CH:34]=[CH:33][CH:32]=[CH:31][CH:30]=2)=[N:24]1. (3) Given the product [ClH:25].[CH3:1][C:2]1[N:3]=[C:4]2[CH:12]=[CH:11][CH:10]=[C:9]3[N:5]2[C:6]=1[C:7](=[O:24])[N:8]3[CH2:13][CH2:14][CH2:15][NH:16][S:17]([C:20]([F:21])([F:22])[F:23])(=[O:19])=[O:18], predict the reactants needed to synthesize it. The reactants are: [CH3:1][C:2]1[N:3]=[C:4]2[CH:12]=[CH:11][CH:10]=[C:9]3[N:5]2[C:6]=1[C:7](=[O:24])[N:8]3[CH2:13][CH2:14][CH2:15][NH:16][S:17]([C:20]([F:23])([F:22])[F:21])(=[O:19])=[O:18].[ClH:25].